This data is from NCI-60 drug combinations with 297,098 pairs across 59 cell lines. The task is: Regression. Given two drug SMILES strings and cell line genomic features, predict the synergy score measuring deviation from expected non-interaction effect. (1) Drug 2: CNC(=O)C1=CC=CC=C1SC2=CC3=C(C=C2)C(=NN3)C=CC4=CC=CC=N4. Synergy scores: CSS=8.89, Synergy_ZIP=-0.859, Synergy_Bliss=6.47, Synergy_Loewe=1.52, Synergy_HSA=6.14. Cell line: CCRF-CEM. Drug 1: CC1=C(C=C(C=C1)NC2=NC=CC(=N2)N(C)C3=CC4=NN(C(=C4C=C3)C)C)S(=O)(=O)N.Cl. (2) Drug 1: CC1CCC2CC(C(=CC=CC=CC(CC(C(=O)C(C(C(=CC(C(=O)CC(OC(=O)C3CCCCN3C(=O)C(=O)C1(O2)O)C(C)CC4CCC(C(C4)OC)OCCO)C)C)O)OC)C)C)C)OC. Drug 2: C1=NC2=C(N1)C(=S)N=CN2. Cell line: HL-60(TB). Synergy scores: CSS=13.5, Synergy_ZIP=-2.56, Synergy_Bliss=7.44, Synergy_Loewe=-3.89, Synergy_HSA=-3.56. (3) Drug 1: C1=CC(=CC=C1CCCC(=O)O)N(CCCl)CCCl. Drug 2: CC(C)CN1C=NC2=C1C3=CC=CC=C3N=C2N. Cell line: HS 578T. Synergy scores: CSS=8.86, Synergy_ZIP=-1.36, Synergy_Bliss=0.972, Synergy_Loewe=-4.83, Synergy_HSA=-4.68. (4) Drug 1: CC1=C(C=C(C=C1)C(=O)NC2=CC(=CC(=C2)C(F)(F)F)N3C=C(N=C3)C)NC4=NC=CC(=N4)C5=CN=CC=C5. Drug 2: C#CCC(CC1=CN=C2C(=N1)C(=NC(=N2)N)N)C3=CC=C(C=C3)C(=O)NC(CCC(=O)O)C(=O)O. Cell line: TK-10. Synergy scores: CSS=39.8, Synergy_ZIP=3.29, Synergy_Bliss=0.598, Synergy_Loewe=-8.57, Synergy_HSA=0.343. (5) Drug 1: C1=NC2=C(N1)C(=S)N=C(N2)N. Drug 2: CC1C(C(CC(O1)OC2CC(OC(C2O)C)OC3=CC4=CC5=C(C(=O)C(C(C5)C(C(=O)C(C(C)O)O)OC)OC6CC(C(C(O6)C)O)OC7CC(C(C(O7)C)O)OC8CC(C(C(O8)C)O)(C)O)C(=C4C(=C3C)O)O)O)O. Cell line: HCT116. Synergy scores: CSS=42.3, Synergy_ZIP=0.991, Synergy_Bliss=1.07, Synergy_Loewe=0.808, Synergy_HSA=2.08. (6) Drug 1: C1C(C(OC1N2C=C(C(=O)NC2=O)F)CO)O. Drug 2: C#CCC(CC1=CN=C2C(=N1)C(=NC(=N2)N)N)C3=CC=C(C=C3)C(=O)NC(CCC(=O)O)C(=O)O. Cell line: NCI/ADR-RES. Synergy scores: CSS=21.1, Synergy_ZIP=-8.03, Synergy_Bliss=-3.14, Synergy_Loewe=1.82, Synergy_HSA=3.07. (7) Drug 1: CS(=O)(=O)C1=CC(=C(C=C1)C(=O)NC2=CC(=C(C=C2)Cl)C3=CC=CC=N3)Cl. Drug 2: CC1=C(C=C(C=C1)NC2=NC=CC(=N2)N(C)C3=CC4=NN(C(=C4C=C3)C)C)S(=O)(=O)N.Cl. Cell line: PC-3. Synergy scores: CSS=4.04, Synergy_ZIP=-0.414, Synergy_Bliss=4.88, Synergy_Loewe=4.19, Synergy_HSA=4.21. (8) Drug 1: C1=CC(=CC=C1CC(C(=O)O)N)N(CCCl)CCCl.Cl. Drug 2: C1=NNC2=C1C(=O)NC=N2. Cell line: K-562. Synergy scores: CSS=19.4, Synergy_ZIP=-5.14, Synergy_Bliss=-0.0294, Synergy_Loewe=-9.10, Synergy_HSA=-3.19. (9) Drug 1: C1CCC(C1)C(CC#N)N2C=C(C=N2)C3=C4C=CNC4=NC=N3. Drug 2: C1=NC2=C(N1)C(=S)N=CN2. Cell line: A549. Synergy scores: CSS=1.55, Synergy_ZIP=-8.80, Synergy_Bliss=-14.9, Synergy_Loewe=-16.7, Synergy_HSA=-13.9.